Dataset: Forward reaction prediction with 1.9M reactions from USPTO patents (1976-2016). Task: Predict the product of the given reaction. (1) Given the reactants [C:1]([O:5][C:6]([C:9]([C:12]([O:15][CH:16]([C:18]([CH2:21][OH:22])([F:20])[F:19])[F:17])([F:14])[F:13])([F:11])[F:10])([F:8])[F:7])([F:4])([F:3])[F:2].S(=O)(=O)(O)O.[O-][Mn](=O)(=O)=O.[K+].S(=O)(O)[O-].[Na+].[CH3:39][OH:40], predict the reaction product. The product is: [C:1]([O:5][C:6]([C:9]([C:12]([O:15][CH:16]([C:18]([C:21]([O:40][CH3:39])=[O:22])([F:19])[F:20])[F:17])([F:13])[F:14])([F:11])[F:10])([F:8])[F:7])([F:4])([F:3])[F:2]. (2) Given the reactants C[O:2][C:3]1[C:4]([CH3:25])=[C:5]([C:10]2[C:19]3[C:14](=[CH:15][CH:16]=[CH:17][CH:18]=3)[C:13]([CH:20](O)[CH2:21][CH2:22][CH3:23])=[CH:12][N:11]=2)[C:6]([CH3:9])=[CH:7][CH:8]=1.[H-].[Na+].C(I)C.B(Br)(Br)[Br:32].Cl.[OH-].[Na+], predict the reaction product. The product is: [Br:32][CH:20]([C:13]1[C:14]2[C:19](=[CH:18][CH:17]=[CH:16][CH:15]=2)[C:10]([C:5]2[C:4]([CH3:25])=[C:3]([OH:2])[CH:8]=[CH:7][C:6]=2[CH3:9])=[N:11][CH:12]=1)[CH2:21][CH2:22][CH3:23]. (3) Given the reactants [Cl:1][C:2]1[CH:21]=[CH:20][C:19]([NH:22][CH2:23][CH2:24]Cl)=[CH:18][C:3]=1[C:4]([NH:6][CH2:7][C:8]12[CH2:17][CH:12]3[CH2:13][CH:14]([CH2:16][CH:10]([CH2:11]3)[CH2:9]1)[CH2:15]2)=[O:5].[NH2:26][CH2:27][CH2:28][CH2:29][N:30]1[CH:34]=[CH:33][N:32]=[CH:31]1.[I-].[Na+].C(=O)([O-])O.[Na+], predict the reaction product. The product is: [Cl:1][C:2]1[CH:21]=[CH:20][C:19]([NH:22][CH2:23][CH2:24][NH:26][CH2:27][CH2:28][CH2:29][N:30]2[CH:34]=[CH:33][N:32]=[CH:31]2)=[CH:18][C:3]=1[C:4]([NH:6][CH2:7][C:8]12[CH2:15][CH:14]3[CH2:16][CH:10]([CH2:11][CH:12]([CH2:13]3)[CH2:17]1)[CH2:9]2)=[O:5]. (4) Given the reactants [Si]([O:8][CH2:9][CH2:10][O:11][C@@H:12]([C:26]1[CH:31]=[CH:30][CH:29]=[C:28]([Cl:32])[CH:27]=1)[C@@H:13]1[CH2:18][CH2:17][CH2:16][N:15](C(OC(C)(C)C)=O)[CH2:14]1)(C(C)(C)C)(C)C, predict the reaction product. The product is: [Cl:32][C:28]1[CH:27]=[C:26]([C@@H:12]([C@@H:13]2[CH2:18][CH2:17][CH2:16][NH:15][CH2:14]2)[O:11][CH2:10][CH2:9][OH:8])[CH:31]=[CH:30][CH:29]=1. (5) Given the reactants C[Si](C)(C)N[Si](C)(C)C.[Li].[C:11]([O:15][C:16]([NH:18][C:19]1[CH:23]=[C:22]([CH3:24])[O:21][N:20]=1)=[O:17])([CH3:14])([CH3:13])[CH3:12].S(OC)(O[CH3:29])(=O)=O, predict the reaction product. The product is: [C:11]([O:15][C:16]([N:18]([C:19]1[CH:23]=[C:22]([CH3:24])[O:21][N:20]=1)[CH3:29])=[O:17])([CH3:14])([CH3:13])[CH3:12]. (6) Given the reactants [CH2:1]([O:3][C:4](=[O:8])[CH2:5][C:6]#[N:7])[CH3:2].Br[CH2:10][CH2:11]Br.C([O-])([O-])=O.[K+].[K+].O, predict the reaction product. The product is: [CH2:1]([O:3][C:4]([C:5]1([C:6]#[N:7])[CH2:11][CH2:10]1)=[O:8])[CH3:2]. (7) Given the reactants ClC1C=CC=C(C(OO)=[O:9])C=1.[CH3:12][C:13]1[C:25]2[C:16](=[N:17][C:18]3[C:23]([C:24]=2[S:26][CH2:27][CH2:28][CH3:29])=[CH:22][CH:21]=[CH:20][CH:19]=3)[N:15]([C:30]2[CH:35]=[CH:34][CH:33]=[CH:32][N:31]=2)[N:14]=1, predict the reaction product. The product is: [CH3:12][C:13]1[C:25]2[C:16](=[N:17][C:18]3[C:23]([C:24]=2[S:26]([CH2:27][CH2:28][CH3:29])=[O:9])=[CH:22][CH:21]=[CH:20][CH:19]=3)[N:15]([C:30]2[CH:35]=[CH:34][CH:33]=[CH:32][N:31]=2)[N:14]=1. (8) Given the reactants C1(P(C2C=CC=CC=2)C2C=CC=CC=2)C=CC=CC=1.[N:20]([CH:23]1[CH2:29][CH2:28][N:27]([C:30]2[N:34]([CH3:35])[N:33]=[CH:32][C:31]=2[N+:36]([O-:38])=[O:37])[CH2:26][C:25]([CH3:40])([OH:39])[CH2:24]1)=[N+]=[N-].CCN(C(C)C)C(C)C.[C:50]([O:54][C:55](O[C:55]([O:54][C:50]([CH3:53])([CH3:52])[CH3:51])=[O:56])=[O:56])([CH3:53])([CH3:52])[CH3:51], predict the reaction product. The product is: [OH:39][C:25]1([CH3:40])[CH2:26][N:27]([C:30]2[N:34]([CH3:35])[N:33]=[CH:32][C:31]=2[N+:36]([O-:38])=[O:37])[CH2:28][CH2:29][CH:23]([NH:20][C:55](=[O:56])[O:54][C:50]([CH3:53])([CH3:52])[CH3:51])[CH2:24]1.